Dataset: NCI-60 drug combinations with 297,098 pairs across 59 cell lines. Task: Regression. Given two drug SMILES strings and cell line genomic features, predict the synergy score measuring deviation from expected non-interaction effect. (1) Drug 1: CC1C(C(CC(O1)OC2CC(CC3=C2C(=C4C(=C3O)C(=O)C5=C(C4=O)C(=CC=C5)OC)O)(C(=O)C)O)N)O.Cl. Drug 2: CCN(CC)CCCC(C)NC1=C2C=C(C=CC2=NC3=C1C=CC(=C3)Cl)OC. Cell line: U251. Synergy scores: CSS=43.4, Synergy_ZIP=-4.89, Synergy_Bliss=-4.02, Synergy_Loewe=-40.0, Synergy_HSA=-2.48. (2) Drug 1: CC1C(C(CC(O1)OC2CC(CC3=C2C(=C4C(=C3O)C(=O)C5=C(C4=O)C(=CC=C5)OC)O)(C(=O)CO)O)N)O.Cl. Drug 2: CN(C(=O)NC(C=O)C(C(C(CO)O)O)O)N=O. Cell line: HCC-2998. Synergy scores: CSS=15.6, Synergy_ZIP=5.65, Synergy_Bliss=2.59, Synergy_Loewe=8.66, Synergy_HSA=-0.281.